From a dataset of Full USPTO retrosynthesis dataset with 1.9M reactions from patents (1976-2016). Predict the reactants needed to synthesize the given product. (1) The reactants are: [C:1]1([C:7](=[O:12])[CH2:8][C:9](=O)[CH3:10])[CH:6]=[CH:5][CH:4]=[CH:3][CH:2]=1.C([O-])(=O)C.[NH4+:17]. Given the product [NH2:17][C:9]([CH3:10])=[CH:8][C:7]([C:1]1[CH:6]=[CH:5][CH:4]=[CH:3][CH:2]=1)=[O:12], predict the reactants needed to synthesize it. (2) The reactants are: CC(O)=O.O.[CH3:6][C:7]1[CH:8]=[C:9]2[C:13](=[CH:14][C:15]=1[N+:16]([O-])=O)[CH2:12][CH2:11][CH2:10]2. Given the product [CH3:6][C:7]1[CH:8]=[C:9]2[C:13](=[CH:14][C:15]=1[NH2:16])[CH2:12][CH2:11][CH2:10]2, predict the reactants needed to synthesize it. (3) Given the product [CH2:24]([O:23][P:19]([CH2:18][CH2:17][CH2:16][O:1][CH2:2][C@@H:3]([NH:5][C:6](=[O:12])[O:7][C:8]([CH3:11])([CH3:10])[CH3:9])[CH3:4])([O:20][CH2:21][CH3:22])=[O:26])[CH3:25], predict the reactants needed to synthesize it. The reactants are: [OH:1][CH2:2][C@@H:3]([NH:5][C:6](=[O:12])[O:7][C:8]([CH3:11])([CH3:10])[CH3:9])[CH3:4].[OH-].[K+].Br[CH2:16][CH2:17][CH2:18][P:19](=[O:26])([O:23][CH2:24][CH3:25])[O:20][CH2:21][CH3:22].